This data is from NCI-60 drug combinations with 297,098 pairs across 59 cell lines. The task is: Regression. Given two drug SMILES strings and cell line genomic features, predict the synergy score measuring deviation from expected non-interaction effect. Drug 1: CC1=C(C=C(C=C1)NC(=O)C2=CC=C(C=C2)CN3CCN(CC3)C)NC4=NC=CC(=N4)C5=CN=CC=C5. Drug 2: C(CCl)NC(=O)N(CCCl)N=O. Cell line: CAKI-1. Synergy scores: CSS=-3.97, Synergy_ZIP=-0.242, Synergy_Bliss=-3.31, Synergy_Loewe=-6.18, Synergy_HSA=-6.00.